From a dataset of Catalyst prediction with 721,799 reactions and 888 catalyst types from USPTO. Predict which catalyst facilitates the given reaction. Reactant: C(=O)([O-])[O-].[K+].[K+].[F:7][C:8]1[CH:9]=[CH:10][C:11]2[N:12]([CH:24]=1)[C:13](=[O:23])[CH:14]=[C:15]([C:17]#[C:18][Si](C)(C)C)[N:16]=2. Product: [C:17]([C:15]1[N:16]=[C:11]2[CH:10]=[CH:9][C:8]([F:7])=[CH:24][N:12]2[C:13](=[O:23])[CH:14]=1)#[CH:18]. The catalyst class is: 5.